From a dataset of NCI-60 drug combinations with 297,098 pairs across 59 cell lines. Regression. Given two drug SMILES strings and cell line genomic features, predict the synergy score measuring deviation from expected non-interaction effect. (1) Drug 1: CC1=C2C(C(=O)C3(C(CC4C(C3C(C(C2(C)C)(CC1OC(=O)C(C(C5=CC=CC=C5)NC(=O)OC(C)(C)C)O)O)OC(=O)C6=CC=CC=C6)(CO4)OC(=O)C)OC)C)OC. Drug 2: C1=CC(=CC=C1CC(C(=O)O)N)N(CCCl)CCCl.Cl. Cell line: MOLT-4. Synergy scores: CSS=95.2, Synergy_ZIP=9.05, Synergy_Bliss=12.0, Synergy_Loewe=7.90, Synergy_HSA=12.7. (2) Drug 1: CN1C2=C(C=C(C=C2)N(CCCl)CCCl)N=C1CCCC(=O)O.Cl. Drug 2: CC12CCC3C(C1CCC2OP(=O)(O)O)CCC4=C3C=CC(=C4)OC(=O)N(CCCl)CCCl.[Na+]. Cell line: HOP-92. Synergy scores: CSS=1.54, Synergy_ZIP=2.14, Synergy_Bliss=4.60, Synergy_Loewe=0.235, Synergy_HSA=1.51. (3) Drug 1: COC1=C(C=C2C(=C1)N=CN=C2NC3=CC(=C(C=C3)F)Cl)OCCCN4CCOCC4. Drug 2: CC1C(C(CC(O1)OC2CC(OC(C2O)C)OC3=CC4=CC5=C(C(=O)C(C(C5)C(C(=O)C(C(C)O)O)OC)OC6CC(C(C(O6)C)O)OC7CC(C(C(O7)C)O)OC8CC(C(C(O8)C)O)(C)O)C(=C4C(=C3C)O)O)O)O. Cell line: NCI-H460. Synergy scores: CSS=29.8, Synergy_ZIP=2.34, Synergy_Bliss=9.92, Synergy_Loewe=9.96, Synergy_HSA=9.85. (4) Drug 1: C(=O)(N)NO. Drug 2: C1=NC2=C(N1)C(=S)N=CN2. Cell line: SNB-75. Synergy scores: CSS=26.5, Synergy_ZIP=-7.74, Synergy_Bliss=-1.79, Synergy_Loewe=-22.8, Synergy_HSA=-1.17. (5) Drug 1: C1CN1P(=S)(N2CC2)N3CC3. Drug 2: CC1C(C(CC(O1)OC2CC(OC(C2O)C)OC3=CC4=CC5=C(C(=O)C(C(C5)C(C(=O)C(C(C)O)O)OC)OC6CC(C(C(O6)C)O)OC7CC(C(C(O7)C)O)OC8CC(C(C(O8)C)O)(C)O)C(=C4C(=C3C)O)O)O)O. Cell line: OVCAR-5. Synergy scores: CSS=16.3, Synergy_ZIP=-1.48, Synergy_Bliss=-0.915, Synergy_Loewe=-9.96, Synergy_HSA=-0.589. (6) Synergy scores: CSS=23.3, Synergy_ZIP=-11.4, Synergy_Bliss=-8.91, Synergy_Loewe=-20.7, Synergy_HSA=-4.93. Drug 2: CC1=C(C(=O)C2=C(C1=O)N3CC4C(C3(C2COC(=O)N)OC)N4)N. Cell line: OVCAR-5. Drug 1: C1=CC(=CC=C1CCCC(=O)O)N(CCCl)CCCl. (7) Drug 1: CC(C)(C#N)C1=CC(=CC(=C1)CN2C=NC=N2)C(C)(C)C#N. Drug 2: COCCOC1=C(C=C2C(=C1)C(=NC=N2)NC3=CC=CC(=C3)C#C)OCCOC.Cl. Cell line: HOP-62. Synergy scores: CSS=-4.94, Synergy_ZIP=5.97, Synergy_Bliss=10.7, Synergy_Loewe=-4.67, Synergy_HSA=-7.72.